Regression. Given two drug SMILES strings and cell line genomic features, predict the synergy score measuring deviation from expected non-interaction effect. From a dataset of NCI-60 drug combinations with 297,098 pairs across 59 cell lines. Drug 1: C1=CC(=C2C(=C1NCCNCCO)C(=O)C3=C(C=CC(=C3C2=O)O)O)NCCNCCO. Drug 2: C1=CC(=CC=C1CC(C(=O)O)N)N(CCCl)CCCl.Cl. Cell line: NCI-H322M. Synergy scores: CSS=18.2, Synergy_ZIP=-1.86, Synergy_Bliss=3.01, Synergy_Loewe=-44.0, Synergy_HSA=-0.386.